This data is from Full USPTO retrosynthesis dataset with 1.9M reactions from patents (1976-2016). The task is: Predict the reactants needed to synthesize the given product. (1) Given the product [CH:1]1([CH2:4][N:5]2[CH2:10][CH2:9][N:8]([C:12]3[N:13]=[N:14][C:15]([C:18]4[CH:23]=[CH:22][C:21]([O:24][CH3:25])=[C:20]([F:26])[CH:19]=4)=[CH:16][CH:17]=3)[CH2:7][CH2:6]2)[CH2:3][CH2:2]1, predict the reactants needed to synthesize it. The reactants are: [CH:1]1([CH2:4][N:5]2[CH2:10][CH2:9][NH:8][CH2:7][CH2:6]2)[CH2:3][CH2:2]1.Cl[C:12]1[N:13]=[N:14][C:15]([C:18]2[CH:23]=[CH:22][C:21]([O:24][CH3:25])=[C:20]([F:26])[CH:19]=2)=[CH:16][CH:17]=1. (2) Given the product [F:18][C:16]1[CH:15]=[C:14](/[CH:19]=[CH:20]/[C:21]([N:23]2[CH2:24][CH2:25][CH:26]([CH:29]=[O:30])[CH2:27][CH2:28]2)=[O:22])[CH:13]=[C:12]([F:11])[CH:17]=1, predict the reactants needed to synthesize it. The reactants are: C(Cl)(=O)C(Cl)=O.CS(C)=O.[F:11][C:12]1[CH:13]=[C:14](/[CH:19]=[CH:20]/[C:21]([N:23]2[CH2:28][CH2:27][CH:26]([CH2:29][OH:30])[CH2:25][CH2:24]2)=[O:22])[CH:15]=[C:16]([F:18])[CH:17]=1.CCN(CC)CC. (3) The reactants are: Br[C:2]1[N:6]([S:7]([C:10]2[CH:11]=[N:12][CH:13]=[CH:14][CH:15]=2)(=[O:9])=[O:8])[CH:5]=[C:4]([CH2:16][N:17]([CH3:25])[C:18](=[O:24])[O:19][C:20]([CH3:23])([CH3:22])[CH3:21])[CH:3]=1.[F:26][C:27]1[C:32]([CH:33]=[O:34])=[CH:31][CH:30]=[CH:29][C:28]=1B(O)O.C(=O)([O-])[O-].[Na+].[Na+]. Given the product [F:26][C:27]1[C:32]([CH:33]=[O:34])=[CH:31][CH:30]=[CH:29][C:28]=1[C:2]1[N:6]([S:7]([C:10]2[CH:11]=[N:12][CH:13]=[CH:14][CH:15]=2)(=[O:9])=[O:8])[CH:5]=[C:4]([CH2:16][N:17]([CH3:25])[C:18](=[O:24])[O:19][C:20]([CH3:23])([CH3:22])[CH3:21])[CH:3]=1, predict the reactants needed to synthesize it. (4) Given the product [Cl:23][C:24]1[CH:25]=[C:26]([CH:29]=[CH:30][C:31]=1[CH3:32])[CH2:27][NH:28][C:4]([C:6]1[N:7]=[C:8]([C:15]2[C:16]([F:22])=[CH:17][CH:18]=[CH:19][C:20]=2[F:21])[N:9]([CH3:14])[C:10](=[O:13])[C:11]=1[OH:12])=[O:5], predict the reactants needed to synthesize it. The reactants are: C(O[C:4]([C:6]1[N:7]=[C:8]([C:15]2[C:20]([F:21])=[CH:19][CH:18]=[CH:17][C:16]=2[F:22])[N:9]([CH3:14])[C:10](=[O:13])[C:11]=1[OH:12])=[O:5])C.[Cl:23][C:24]1[CH:25]=[C:26]([CH:29]=[CH:30][C:31]=1[CH3:32])[CH2:27][NH2:28]. (5) Given the product [Cl:8][C:5]1[CH:6]=[CH:7][C:2]([CH2:22][OH:23])=[N:3][CH:4]=1, predict the reactants needed to synthesize it. The reactants are: Br[C:2]1[CH:7]=[CH:6][C:5]([Cl:8])=[CH:4][N:3]=1.CCCCCC.C([Li])CCC.CN(C)[CH:22]=[O:23].[BH4-].[Na+]. (6) Given the product [NH2:20][C@@H:6]([CH2:5][C:4]1[CH:28]=[C:29]([F:31])[CH:30]=[C:2]([F:1])[CH:3]=1)[C@H:7]([OH:19])[CH2:8][NH:9][CH2:10][C:11]1[CH:16]=[CH:15][CH:14]=[C:13]([O:17][CH3:18])[CH:12]=1, predict the reactants needed to synthesize it. The reactants are: [F:1][C:2]1[CH:3]=[C:4]([CH:28]=[C:29]([F:31])[CH:30]=1)[CH2:5][C@H:6]([NH:20]C(=O)OC(C)(C)C)[C@H:7]([OH:19])[CH2:8][NH:9][CH2:10][C:11]1[CH:16]=[CH:15][CH:14]=[C:13]([O:17][CH3:18])[CH:12]=1.FC(F)(F)C(O)=O. (7) Given the product [O:10]1[C:9]2=[CH:8][N:7]=[C:2]([C:3]([O:5][CH3:6])=[O:4])[CH:15]=[C:14]2[CH2:13][CH2:12][CH2:11]1, predict the reactants needed to synthesize it. The reactants are: O=[C:2]([NH:7][CH2:8][C:9](=O)[O:10][CH2:11][CH2:12][CH2:13][CH:14]=[CH2:15])[C:3]([O:5][CH3:6])=[O:4].N1C=CC=CC=1.O(S(C(F)(F)F)(=O)=O)S(C(F)(F)F)(=O)=O.